Dataset: Catalyst prediction with 721,799 reactions and 888 catalyst types from USPTO. Task: Predict which catalyst facilitates the given reaction. (1) Reactant: [CH2:1]([CH:8]([CH2:14][C:15]([C:17]1[CH:22]=[CH:21][C:20](Br)=[CH:19][CH:18]=1)=[O:16])[C:9]([O:11][CH2:12][CH3:13])=[O:10])[C:2]1[CH:7]=[CH:6][CH:5]=[CH:4][CH:3]=1.[N+:24]([C:27]1[CH:32]=[CH:31][C:30](B(O)O)=[CH:29][CH:28]=1)([O-:26])=[O:25].C(=O)([O-])[O-].[Na+].[Na+]. Product: [CH2:1]([CH:8]([CH2:14][C:15]([C:17]1[CH:22]=[CH:21][C:20]([C:30]2[CH:31]=[CH:32][C:27]([N+:24]([O-:26])=[O:25])=[CH:28][CH:29]=2)=[CH:19][CH:18]=1)=[O:16])[C:9]([O:11][CH2:12][CH3:13])=[O:10])[C:2]1[CH:7]=[CH:6][CH:5]=[CH:4][CH:3]=1. The catalyst class is: 857. (2) Reactant: [CH:1]1([C@@H:7]2[NH:32][C:31](=[O:33])[O:30][CH2:29][C:28]([CH3:35])([CH3:34])[CH2:27][CH2:26][CH2:25][C:24]3[CH:36]=[C:37]4[C:21](=[CH:22][C:23]=3[O:38][CH3:39])[N:20]3[C:16](=[N:17][CH:18]=[CH:19]3)[CH:15]=[C:14]4[O:13][C@H:12]3[CH2:40][N:9]([C@H:10]([C:41]([O:43]C)=[O:42])[CH2:11]3)[C:8]2=[O:45])[CH2:6][CH2:5][CH2:4][CH2:3][CH2:2]1.[Li+].[OH-].Cl. Product: [CH:1]1([C@@H:7]2[NH:32][C:31](=[O:33])[O:30][CH2:29][C:28]([CH3:35])([CH3:34])[CH2:27][CH2:26][CH2:25][C:24]3[CH:36]=[C:37]4[C:21](=[CH:22][C:23]=3[O:38][CH3:39])[N:20]3[C:16](=[N:17][CH:18]=[CH:19]3)[CH:15]=[C:14]4[O:13][C@H:12]3[CH2:40][N:9]([C@H:10]([C:41]([OH:43])=[O:42])[CH2:11]3)[C:8]2=[O:45])[CH2:2][CH2:3][CH2:4][CH2:5][CH2:6]1. The catalyst class is: 87. (3) Reactant: Cl[CH2:2][CH2:3][CH2:4][S:5]([N:8]1[CH2:13][CH2:12][CH:11]([C:14]2[C:22]3[C:17](=[C:18]([C:29]([NH2:31])=[O:30])[CH:19]=[C:20]([C:23]4[CH:28]=[CH:27][CH:26]=[CH:25][CH:24]=4)[CH:21]=3)[NH:16][CH:15]=2)[CH2:10][CH2:9]1)(=[O:7])=[O:6].[CH2:32]([C:34]1[CH:35]=[C:36]([OH:40])[CH:37]=[CH:38][CH:39]=1)[CH3:33].C([O-])([O-])=O.[K+].[K+].[I-].[Na+]. Product: [CH2:32]([C:34]1[CH:35]=[C:36]([O:40][CH2:2][CH2:3][CH2:4][S:5]([N:8]2[CH2:13][CH2:12][CH:11]([C:14]3[C:22]4[C:17](=[C:18]([C:29]([NH2:31])=[O:30])[CH:19]=[C:20]([C:23]5[CH:28]=[CH:27][CH:26]=[CH:25][CH:24]=5)[CH:21]=4)[NH:16][CH:15]=3)[CH2:10][CH2:9]2)(=[O:7])=[O:6])[CH:37]=[CH:38][CH:39]=1)[CH3:33]. The catalyst class is: 16. (4) Reactant: [NH2:1][C:2]([C:4]1[CH:5]=[C:6](Br)[CH:7]=[C:8]2[C:12]=1[NH:11][N:10]=[C:9]2[CH:13]1[CH2:18][CH2:17][N:16]([C:19]([O:21][C:22]([CH3:25])([CH3:24])[CH3:23])=[O:20])[CH2:15][CH2:14]1)=[O:3].[OH:27][CH2:28][C:29]1[CH:34]=[CH:33][C:32](B(O)O)=[CH:31][CH:30]=1.C(=O)([O-])[O-].[Cs+].[Cs+]. Product: [NH2:1][C:2]([C:4]1[CH:5]=[C:6]([C:32]2[CH:33]=[CH:34][C:29]([CH2:28][OH:27])=[CH:30][CH:31]=2)[CH:7]=[C:8]2[C:12]=1[NH:11][N:10]=[C:9]2[CH:13]1[CH2:18][CH2:17][N:16]([C:19]([O:21][C:22]([CH3:25])([CH3:24])[CH3:23])=[O:20])[CH2:15][CH2:14]1)=[O:3]. The catalyst class is: 70.